From a dataset of KCNQ2 potassium channel screen with 302,405 compounds. Binary Classification. Given a drug SMILES string, predict its activity (active/inactive) in a high-throughput screening assay against a specified biological target. (1) The molecule is o1c(C2CC(=CC(O)=C2C(=O)C)c2occc2)ccc1. The result is 0 (inactive). (2) The compound is S(=O)(=O)(N(CCCC)CC)c1ccc(cc1)C(=O)Nc1oc(nn1)CSC. The result is 0 (inactive). (3) The compound is S1C(N(CCc2ccccc2)C(=O)C1)c1ccc(cc1)C(=O)Nc1ccc(NC(=O)C)cc1. The result is 0 (inactive). (4) The drug is O1CCN(CC1)CCNc1[nH]c2c(n1)cccc2. The result is 0 (inactive). (5) The compound is Brc1ccc(N(C2CS(=O)(=O)C=C2)C(=O)Cc2sccc2)cc1. The result is 0 (inactive). (6) The molecule is S(=O)(=O)(Nc1c(ccc(c1)C)C)c1ccc(c2oc(nc2)C2CC2)cc1. The result is 0 (inactive). (7) The drug is S(=O)(=O)(c1c(=O)n(C(C)C)c(cc1C)C)c1c(cccc1)C. The result is 0 (inactive).